From a dataset of Full USPTO retrosynthesis dataset with 1.9M reactions from patents (1976-2016). Predict the reactants needed to synthesize the given product. (1) Given the product [Cl:1][C:2]1[CH:3]=[C:4]([C@@H:12]([CH2:16][CH:17]2[CH2:21][CH2:20][CH2:19][CH2:18]2)[C:13]([NH:28][C:29]2[CH:34]=[N:33][C:32]([NH:35][S:36]([CH3:39])(=[O:38])=[O:37])=[CH:31][N:30]=2)=[O:15])[CH:5]=[CH:6][C:7]=1[S:8]([CH3:11])(=[O:9])=[O:10], predict the reactants needed to synthesize it. The reactants are: [Cl:1][C:2]1[CH:3]=[C:4]([C@@H:12]([CH2:16][CH:17]2[CH2:21][CH2:20][CH2:19][CH2:18]2)[C:13]([OH:15])=O)[CH:5]=[CH:6][C:7]=1[S:8]([CH3:11])(=[O:10])=[O:9].C(Cl)(=O)C(Cl)=O.[NH2:28][C:29]1[N:30]=[CH:31][C:32]([NH:35][S:36]([CH3:39])(=[O:38])=[O:37])=[N:33][CH:34]=1.N1C=CC=CC=1. (2) Given the product [Cl:1][C:2]1[C:7]([C:8]2[N:9]=[C:10]([N:20]3[CH2:21][CH2:22][O:23][CH2:24][CH2:25]3)[S:11][C:12]=2[C:13]2[CH:18]=[CH:17][N:16]=[C:15]([CH3:35])[N:14]=2)=[CH:6][CH:5]=[CH:4][C:3]=1[NH:26][S:27]([C:30]1[CH:34]=[CH:33][O:32][CH:31]=1)(=[O:29])=[O:28], predict the reactants needed to synthesize it. The reactants are: [Cl:1][C:2]1[C:7]([C:8]2[N:9]=[C:10]([N:20]3[CH2:25][CH2:24][O:23][CH2:22][CH2:21]3)[S:11][C:12]=2[C:13]2[CH:18]=[CH:17][N:16]=[C:15](Cl)[N:14]=2)=[CH:6][CH:5]=[CH:4][C:3]=1[NH:26][S:27]([C:30]1[CH:34]=[CH:33][O:32][CH:31]=1)(=[O:29])=[O:28].[CH3:35][Zn]C.C1(C)C=CC=CC=1. (3) Given the product [C:1]([NH:6][CH2:7][CH2:8][CH2:9][CH2:10][CH2:11][CH2:12][CH2:13][CH2:14][CH2:15][CH2:16][C:17]([OH:19])=[O:18])(=[O:5])[C:2]([CH3:4])=[CH2:3].[CH3:20][Cl:21].[C:22]([O:26][CH2:27][CH2:28][N:29]([CH3:31])[CH3:30])(=[O:25])[CH:23]=[CH2:24], predict the reactants needed to synthesize it. The reactants are: [C:1]([NH:6][CH2:7][CH2:8][CH2:9][CH2:10][CH2:11][CH2:12][CH2:13][CH2:14][CH2:15][CH2:16][C:17]([OH:19])=[O:18])(=[O:5])[C:2]([CH3:4])=[CH2:3].[CH3:20][Cl:21].[C:22]([O:26][CH2:27][CH2:28][N:29]([CH3:31])[CH3:30])(=[O:25])[CH:23]=[CH2:24].CC(C)=O. (4) Given the product [O:1]=[C:2]([NH:30][C:31]1[CH:36]=[CH:35][CH:34]=[CH:33][N:32]=1)[CH2:3][CH2:4][C:5]1[CH:6]=[CH:7][C:8]([NH:11][C:12]([C:14]2[C:15]([C:20]3[CH:25]=[CH:24][C:23]([C:26]([F:28])([F:29])[F:27])=[CH:22][CH:21]=3)=[CH:16][CH:17]=[CH:18][CH:19]=2)=[O:13])=[CH:9][CH:10]=1, predict the reactants needed to synthesize it. The reactants are: [O:1]=[C:2]([NH:30][C:31]1[CH:36]=[CH:35][CH:34]=[CH:33][N:32]=1)/[CH:3]=[CH:4]/[C:5]1[CH:10]=[CH:9][C:8]([NH:11][C:12]([C:14]2[C:15]([C:20]3[CH:25]=[CH:24][C:23]([C:26]([F:29])([F:28])[F:27])=[CH:22][CH:21]=3)=[CH:16][CH:17]=[CH:18][CH:19]=2)=[O:13])=[CH:7][CH:6]=1.[H][H]. (5) The reactants are: [Br:1][C:2]1[CH:19]=[N:18][C:5]2=[N:6][C:7]([N:11]3[CH2:16][CH2:15][N:14]([CH3:17])[CH2:13][CH2:12]3)=[C:8](Cl)[N:9]=[C:4]2[CH:3]=1.O.[NH2:21][NH2:22]. Given the product [Br:1][C:2]1[CH:19]=[N:18][C:5]2=[N:6][C:7]([N:11]3[CH2:16][CH2:15][N:14]([CH3:17])[CH2:13][CH2:12]3)=[C:8]([NH:21][NH2:22])[N:9]=[C:4]2[CH:3]=1, predict the reactants needed to synthesize it. (6) Given the product [CH3:14][C:7]1([CH3:15])[C:6]2[C:11](=[CH:12][CH:13]=[C:4]([OH:3])[CH:5]=2)[CH2:10][NH:9][CH2:8]1, predict the reactants needed to synthesize it. The reactants are: Br.C[O:3][C:4]1[CH:5]=[C:6]2[C:11](=[CH:12][CH:13]=1)[CH2:10][NH:9][CH2:8][C:7]2([CH3:15])[CH3:14]. (7) Given the product [C:19](/[C:18](=[CH:8]/[CH:7]=[CH:6]/[C:5]1[CH:4]=[C:3]([O:2][CH3:1])[C:12]([OH:13])=[C:11]([O:14][CH3:15])[CH:10]=1)/[C:16]#[N:17])([O:21][CH3:22])=[O:20], predict the reactants needed to synthesize it. The reactants are: [CH3:1][O:2][C:3]1[CH:4]=[C:5]([CH:10]=[C:11]([O:14][CH3:15])[C:12]=1[OH:13])[CH:6]=[CH:7][CH:8]=O.[C:16]([CH2:18][C:19]([O:21][CH3:22])=[O:20])#[N:17]. (8) Given the product [Cl-:25].[N:1]1[O:2][N:3]=[C:4]2[CH:9]=[C:8](/[CH:10]=[CH:11]/[CH:12]3[CH2:13][CH2:14][NH2+:15][CH2:16][CH2:17]3)[CH:7]=[CH:6][C:5]=12, predict the reactants needed to synthesize it. The reactants are: [N:1]1[O:2][N:3]=[C:4]2[CH:9]=[C:8](/[CH:10]=[CH:11]/[CH:12]3[CH2:17][CH2:16][N:15](C(OC(C)(C)C)=O)[CH2:14][CH2:13]3)[CH:7]=[CH:6][C:5]=12.[ClH:25]. (9) Given the product [CH3:14][N:15]1[C:2]([CH2:3][C:4]([O:6][CH:7]([CH3:9])[CH3:8])=[O:5])=[CH:10][C:11]([CH3:12])=[N:16]1, predict the reactants needed to synthesize it. The reactants are: O=[C:2]([CH2:10][C:11](=O)[CH3:12])[CH2:3][C:4]([O:6][CH:7]([CH3:9])[CH3:8])=[O:5].[CH3:14][NH:15][NH2:16].